Dataset: Forward reaction prediction with 1.9M reactions from USPTO patents (1976-2016). Task: Predict the product of the given reaction. (1) Given the reactants [NH2:1][C:2]1[N:7]=[CH:6][C:5]([C:8]([C:10]2[C:11]([F:27])=[C:12]([C@H:17]([NH:20][CH:21]([CH3:26])[CH2:22][C:23]([NH2:25])=[O:24])[CH2:18][CH3:19])[CH:13]=[CH:14][C:15]=2[Cl:16])=[O:9])=[CH:4][CH:3]=1.[C:28]([O:31][C:32](=[O:41])[C@H:33]([C:35]1[CH:40]=[CH:39][CH:38]=[CH:37][CH:36]=1)[OH:34])(=[O:30])[CH3:29], predict the reaction product. The product is: [C:28]([O:31][C:32](=[O:41])[C@H:33]([C:35]1[CH:40]=[CH:39][CH:38]=[CH:37][CH:36]=1)[OH:34])(=[O:30])[CH3:29].[NH2:1][C:2]1[N:7]=[CH:6][C:5]([C:8]([C:10]2[C:11]([F:27])=[C:12]([C@H:17]([NH:20][C@@H:21]([CH3:26])[CH2:22][C:23]([NH2:25])=[O:24])[CH2:18][CH3:19])[CH:13]=[CH:14][C:15]=2[Cl:16])=[O:9])=[CH:4][CH:3]=1. (2) Given the reactants [CH2:1]([NH2:3])[CH3:2].Cl[SiH:5]1[N:9]([CH:10]([CH3:12])[CH3:11])[CH:8]=[CH:7][N:6]1[CH:13]([CH3:15])[CH3:14], predict the reaction product. The product is: [CH2:1]([NH:3][SiH:5]1[N:9]([CH:10]([CH3:11])[CH3:12])[CH:8]=[CH:7][N:6]1[CH:13]([CH3:15])[CH3:14])[CH3:2]. (3) Given the reactants [F:1][C:2]1[CH:7]=[CH:6][C:5]([C@@:8]([NH:30][S@:31]([C:33]([CH3:36])([CH3:35])[CH3:34])=[O:32])([C:16]2[CH:21]=[C:20]([O:22][C:23]([F:28])([F:27])[CH:24]([F:26])[F:25])[CH:19]=[C:18]([F:29])[CH:17]=2)[CH2:9][C:10]2[CH:15]=[CH:14][CH:13]=[CH:12][CH:11]=2)=[CH:4][C:3]=1[OH:37].N1C=CC=[CH:40][CH:39]=1.C(B1OB(C=C)OB(C=C)O1)=C, predict the reaction product. The product is: [F:1][C:2]1[CH:7]=[CH:6][C:5]([C@@:8]([NH:30][S@:31]([C:33]([CH3:34])([CH3:36])[CH3:35])=[O:32])([C:16]2[CH:21]=[C:20]([O:22][C:23]([F:27])([F:28])[CH:24]([F:25])[F:26])[CH:19]=[C:18]([F:29])[CH:17]=2)[CH2:9][C:10]2[CH:11]=[CH:12][CH:13]=[CH:14][CH:15]=2)=[CH:4][C:3]=1[O:37][CH:39]=[CH2:40]. (4) Given the reactants CC(C[AlH]CC(C)C)C.C1(C)C=CC=CC=1.COC(=O)CC1C=CC([O:27][CH2:28]/[CH:29]=[C:30](/[C:32]2[CH:44]=[CH:43][C:42]3[C:41]4[C:36](=[CH:37][CH:38]=[CH:39][CH:40]=4)[CH2:35][C:34]=3[CH:33]=2)\[CH3:31])=CC=1, predict the reaction product. The product is: [CH:33]1[C:34]2[CH2:35][C:36]3[C:41](=[CH:40][CH:39]=[CH:38][CH:37]=3)[C:42]=2[CH:43]=[CH:44][C:32]=1/[C:30](/[CH3:31])=[CH:29]/[CH2:28][OH:27]. (5) Given the reactants [NH2:1][C:2]1[CH:7]=[CH:6][CH:5]=[CH:4][C:3]=1[S:8]([NH:11][C:12]1[CH:21]=[CH:20][C:19]2[CH2:18][CH2:17][CH2:16][CH2:15][C:14]=2[C:13]=1[C:22]([OH:24])=[O:23])(=[O:10])=[O:9].Cl[CH2:26][C:27](Cl)=[O:28].[N:30]1[CH:35]=[CH:34]C=[CH:32][CH:31]=1.C(NCC)C, predict the reaction product. The product is: [CH2:31]([N:30]([CH2:35][CH3:34])[CH2:26][C:27]([NH:1][C:2]1[CH:7]=[CH:6][CH:5]=[CH:4][C:3]=1[S:8]([NH:11][C:12]1[CH:21]=[CH:20][C:19]2[CH2:18][CH2:17][CH2:16][CH2:15][C:14]=2[C:13]=1[C:22]([OH:24])=[O:23])(=[O:10])=[O:9])=[O:28])[CH3:32]. (6) Given the reactants [NH2:1][C:2]1[N:6]([CH2:7][CH2:8][OH:9])[N:5]=[CH:4][C:3]=1[C:10]#[N:11].[ClH:12].O, predict the reaction product. The product is: [ClH:12].[ClH:12].[NH2:1][C:2]1[N:6]([CH2:7][CH2:8][OH:9])[N:5]=[CH:4][C:3]=1[CH2:10][NH2:11].